Dataset: Catalyst prediction with 721,799 reactions and 888 catalyst types from USPTO. Task: Predict which catalyst facilitates the given reaction. (1) Reactant: [F:1][C:2]([F:20])([F:19])[O:3][C:4]1[CH:18]=[CH:17][C:7]([O:8][C:9]2[CH:10]=[C:11]([CH:14]=[CH:15][CH:16]=2)[C:12]#[N:13])=[CH:6][CH:5]=1.C1COCC1.[H-].[Al+3].[Li+].[H-].[H-].[H-].[OH-].[Na+]. Product: [F:1][C:2]([F:19])([F:20])[O:3][C:4]1[CH:18]=[CH:17][C:7]([O:8][C:9]2[CH:10]=[C:11]([CH:14]=[CH:15][CH:16]=2)[CH2:12][NH2:13])=[CH:6][CH:5]=1. The catalyst class is: 97. (2) Reactant: [CH3:1][N:2]([CH2:13][CH:14]1[CH2:18][CH2:17][N:16]([CH3:19])[CH2:15]1)[C:3]1[O:4][C:5]2[CH:11]=[CH:10][C:9]([NH2:12])=[CH:8][C:6]=2[N:7]=1.[O:20]([C:27]1[CH:35]=[CH:34][C:30]([C:31](O)=[O:32])=[CH:29][CH:28]=1)[C:21]1[CH:26]=[CH:25][CH:24]=[CH:23][CH:22]=1.CN(C(ON1N=NC2C=CC=NC1=2)=[N+](C)C)C.F[P-](F)(F)(F)(F)F. Product: [CH3:1][N:2]([CH2:13][CH:14]1[CH2:18][CH2:17][N:16]([CH3:19])[CH2:15]1)[C:3]1[O:4][C:5]2[CH:11]=[CH:10][C:9]([NH:12][C:31](=[O:32])[C:30]3[CH:29]=[CH:28][C:27]([O:20][C:21]4[CH:26]=[CH:25][CH:24]=[CH:23][CH:22]=4)=[CH:35][CH:34]=3)=[CH:8][C:6]=2[N:7]=1. The catalyst class is: 2.